Predict the product of the given reaction. From a dataset of Forward reaction prediction with 1.9M reactions from USPTO patents (1976-2016). (1) Given the reactants [CH3:1][O:2][C:3]1[C:7]([CH3:8])=[C:6]([O:9][CH3:10])[S:5][C:4]=1[C:11]1[CH:16]=[CH:15][C:14]([N:17]([CH3:38])[CH2:18][CH2:19][N:20]([C:22]2[CH:23]=[CH:24][C:25]([C:28]3[S:29][C:30]([O:36][CH3:37])=[C:31]([CH3:35])[C:32]=3[O:33][CH3:34])=[N:26][CH:27]=2)[CH3:21])=[CH:13][N:12]=1.[CH3:39][S:40]([OH:43])(=[O:42])=[O:41], predict the reaction product. The product is: [CH3:39][S:40]([OH:43])(=[O:42])=[O:41].[CH3:39][S:40]([OH:43])(=[O:42])=[O:41].[CH3:1][O:2][C:3]1[C:7]([CH3:8])=[C:6]([O:9][CH3:10])[S:5][C:4]=1[C:11]1[CH:16]=[CH:15][C:14]([N:17]([CH3:38])[CH2:18][CH2:19][N:20]([C:22]2[CH:23]=[CH:24][C:25]([C:28]3[S:29][C:30]([O:36][CH3:37])=[C:31]([CH3:35])[C:32]=3[O:33][CH3:34])=[N:26][CH:27]=2)[CH3:21])=[CH:13][N:12]=1. (2) Given the reactants [F:1][C:2]1([F:21])[CH2:5][N:4]([C:6]2[C:7]([O:15][CH2:16][C:17]([F:20])([F:19])[F:18])=[CH:8][C:9]([C:12](O)=[O:13])=[N:10][CH:11]=2)[CH2:3]1.O[N:23]=[C:24]([NH2:29])[C:25]([CH3:28])([CH3:27])[CH3:26].C(OCC)(=O)C, predict the reaction product. The product is: [C:25]([C:24]1[N:29]=[C:12]([C:9]2[CH:8]=[C:7]([O:15][CH2:16][C:17]([F:19])([F:18])[F:20])[C:6]([N:4]3[CH2:5][C:2]([F:1])([F:21])[CH2:3]3)=[CH:11][N:10]=2)[O:13][N:23]=1)([CH3:28])([CH3:27])[CH3:26]. (3) Given the reactants [H-].[Na+].[NH2:3][C:4]1[S:5][CH:6]=[C:7]([CH3:9])[N:8]=1.[CH2:10]([O:12][CH:13]([S:19][C:20]1[N:25]=[CH:24][N:23]=[C:22]2[N:26]([C:29]3[CH:34]=[CH:33][CH:32]=[CH:31][C:30]=3[O:35][CH3:36])[N:27]=[CH:28][C:21]=12)[C:14](OCC)=[O:15])[CH3:11].O, predict the reaction product. The product is: [CH2:10]([O:12][CH:13]([S:19][C:20]1[N:25]=[CH:24][N:23]=[C:22]2[N:26]([C:29]3[CH:34]=[CH:33][CH:32]=[CH:31][C:30]=3[O:35][CH3:36])[N:27]=[CH:28][C:21]=12)[C:14]([NH:3][C:4]1[S:5][CH:6]=[C:7]([CH3:9])[N:8]=1)=[O:15])[CH3:11]. (4) Given the reactants [CH:1]([Si:4]([CH:14]([CH3:16])[CH3:15])([CH:11]([CH3:13])[CH3:12])[N:5]1[CH2:10][CH2:9][NH:8][CH2:7][CH2:6]1)([CH3:3])[CH3:2].[C:17]([O:21][CH3:22])(=[O:20])[CH:18]=[CH2:19], predict the reaction product. The product is: [CH:14]([Si:4]([CH:1]([CH3:3])[CH3:2])([CH:11]([CH3:13])[CH3:12])[N:5]1[CH2:10][CH2:9][N:8]([CH2:19][CH2:18][C:17]([O:21][CH3:22])=[O:20])[CH2:7][CH2:6]1)([CH3:16])[CH3:15]. (5) Given the reactants [Cl:1][C:2]1[CH:3]=[C:4]([C:9]2(O)[CH2:13][CH2:12][N:11]([C:14]3[CH:19]=[CH:18][C:17]([O:20][CH3:21])=[C:16]([O:22][CH2:23][CH2:24][N:25]4[CH2:30][CH2:29][CH2:28][CH2:27][CH2:26]4)[CH:15]=3)[C:10]2=[O:31])[CH:5]=[CH:6][C:7]=1[Cl:8], predict the reaction product. The product is: [Cl:1][C:2]1[CH:3]=[C:4]([C:9]2[C:10](=[O:31])[N:11]([C:14]3[CH:19]=[CH:18][C:17]([O:20][CH3:21])=[C:16]([O:22][CH2:23][CH2:24][N:25]4[CH2:26][CH2:27][CH2:28][CH2:29][CH2:30]4)[CH:15]=3)[CH2:12][CH:13]=2)[CH:5]=[CH:6][C:7]=1[Cl:8]. (6) The product is: [CH2:41]([C@:5]1([OH:4])[C:38]2[CH:37]=[C:36]3[N:11]([CH2:12][C:13]4[C:14]3=[N:15][C:16]3[C:17]5[C:18]=4[N:19]([CH2:31][CH2:32][CH2:33][CH2:34][CH3:35])[C:20]([CH2:26][OH:27])=[N:21][C:22]=5[CH:23]=[CH:24][CH:25]=3)[C:10](=[O:39])[C:9]=2[CH2:8][O:7][C:6]1=[O:40])[CH3:42]. Given the reactants C([O:4][C@@:5]1([CH2:41][CH3:42])[C:38]2[CH:37]=[C:36]3[N:11]([CH2:12][C:13]4[C:14]3=[N:15][C:16]3[C:17]5[C:18]=4[N:19]([CH2:31][CH2:32][CH2:33][CH2:34][CH3:35])[C:20]([CH2:26][O:27]C(=O)C)=[N:21][C:22]=5[CH:23]=[CH:24][CH:25]=3)[C:10](=[O:39])[C:9]=2[CH2:8][O:7][C:6]1=[O:40])(=O)C.NN.Cl, predict the reaction product. (7) Given the reactants [F:1][C:2]1[C:7]([F:8])=[CH:6][CH:5]=[CH:4][C:3]=1[C@H:9]1[CH2:14][N:13]2[C:15]([CH2:18][C:19]([F:22])([F:21])[F:20])=[CH:16][N:17]=[C:12]2[C@@H:11]([NH2:23])[CH2:10]1.[O:24]=[C:25]1[NH:33][C:28]2=[N:29][CH:30]=[CH:31][CH:32]=[C:27]2[C@:26]21[CH2:41][C:40]1[C:35](=[CH:36][CH:37]=[C:38]([C:42](O)=[O:43])[CH:39]=1)[CH2:34]2.ON1C2N=CC=CC=2N=N1.CN1CCOCC1.Cl.CN(C)CCCN=C=NCC, predict the reaction product. The product is: [F:1][C:2]1[C:7]([F:8])=[CH:6][CH:5]=[CH:4][C:3]=1[C@H:9]1[CH2:14][N:13]2[C:15]([CH2:18][C:19]([F:22])([F:20])[F:21])=[CH:16][N:17]=[C:12]2[C@@H:11]([NH:23][C:42]([C:38]2[CH:39]=[C:40]3[C:35](=[CH:36][CH:37]=2)[CH2:34][C@:26]2([C:27]4[C:28](=[N:29][CH:30]=[CH:31][CH:32]=4)[NH:33][C:25]2=[O:24])[CH2:41]3)=[O:43])[CH2:10]1.